This data is from Full USPTO retrosynthesis dataset with 1.9M reactions from patents (1976-2016). The task is: Predict the reactants needed to synthesize the given product. Given the product [C:10]([O:14][C:15]([NH:17][C@H:18]([C:22]1[CH:27]=[CH:26][C:25]([O:28][CH2:29][CH2:30][O:37][C:33]([CH3:36])([CH3:35])[CH3:34])=[CH:24][CH:23]=1)[C:19]([OH:21])=[O:20])=[O:16])([CH3:12])([CH3:11])[CH3:13], predict the reactants needed to synthesize it. The reactants are: ClC1C=C(I)C=CC=1N.[C:10]([O:14][C:15]([NH:17][C@H:18]([C:22]1[CH:27]=[CH:26][C:25]([O:28][CH2:29][CH:30]2CC2)=[CH:24][CH:23]=1)[C:19]([OH:21])=[O:20])=[O:16])([CH3:13])([CH3:12])[CH3:11].[C:33]([O:37]C(N[C@H](C1C=CC(OCCOC2CCCCO2)=CC=1)C(O)=O)=O)([CH3:36])([CH3:35])[CH3:34].C1(CBr)CC1.